The task is: Regression/Classification. Given a drug SMILES string, predict its absorption, distribution, metabolism, or excretion properties. Task type varies by dataset: regression for continuous measurements (e.g., permeability, clearance, half-life) or binary classification for categorical outcomes (e.g., BBB penetration, CYP inhibition). Dataset: cyp2c19_veith.. This data is from CYP2C19 inhibition data for predicting drug metabolism from PubChem BioAssay. The compound is COc1ccc2cc3cc(C(=O)NCCCN4CCOCC4)oc3nc2c1. The result is 0 (non-inhibitor).